Regression. Given a peptide amino acid sequence and an MHC pseudo amino acid sequence, predict their binding affinity value. This is MHC class I binding data. From a dataset of Peptide-MHC class I binding affinity with 185,985 pairs from IEDB/IMGT. (1) The peptide sequence is TSIGDKMQK. The MHC is HLA-A11:01 with pseudo-sequence HLA-A11:01. The binding affinity (normalized) is 0.376. (2) The peptide sequence is YVKNGTKGKL. The MHC is HLA-A68:02 with pseudo-sequence HLA-A68:02. The binding affinity (normalized) is 0.0395. (3) The peptide sequence is WLPPLLTNL. The MHC is BoLA-AW10 with pseudo-sequence BoLA-AW10. The binding affinity (normalized) is 0.0641.